This data is from Full USPTO retrosynthesis dataset with 1.9M reactions from patents (1976-2016). The task is: Predict the reactants needed to synthesize the given product. (1) The reactants are: [NH2:1][C:2]1[CH:10]=[CH:9][C:5]([C:6]([OH:8])=[O:7])=[CH:4][C:3]=1[N+:11]([O-:13])=[O:12].O=S(Cl)Cl.[CH3:18]O. Given the product [NH2:1][C:2]1[CH:10]=[CH:9][C:5]([C:6]([O:8][CH3:18])=[O:7])=[CH:4][C:3]=1[N+:11]([O-:13])=[O:12], predict the reactants needed to synthesize it. (2) Given the product [Cl:13][C:14]1[CH:31]=[CH:30][C:17]([CH2:18][N:19]2[C:27]3[C:22](=[CH:23][C:24](/[CH:28]=[C:4]4/[C:5](=[O:12])[N:6]([NH:7][S:8]([CH3:11])(=[O:10])=[O:9])[C:2](=[O:1])[S:3]/4)=[CH:25][CH:26]=3)[CH:21]=[N:20]2)=[C:16]([C:32]([F:33])([F:35])[F:34])[CH:15]=1, predict the reactants needed to synthesize it. The reactants are: [O:1]=[C:2]1[N:6]([NH:7][S:8]([CH3:11])(=[O:10])=[O:9])[C:5](=[O:12])[CH2:4][S:3]1.[Cl:13][C:14]1[CH:31]=[CH:30][C:17]([CH2:18][N:19]2[C:27]3[C:22](=[CH:23][C:24]([CH:28]=O)=[CH:25][CH:26]=3)[CH:21]=[N:20]2)=[C:16]([C:32]([F:35])([F:34])[F:33])[CH:15]=1.C(CN)O. (3) Given the product [CH3:26][O:25][C:22]1[CH:23]=[C:24]2[C:19](=[CH:20][C:21]=1[O:27][CH3:28])[N:18]=[CH:17][N:16]=[C:15]2[N:10]1[CH2:11][CH2:12][O:13][CH:8]([C:5]2[CH:4]=[CH:3][C:2]([F:1])=[CH:7][CH:6]=2)[CH2:9]1, predict the reactants needed to synthesize it. The reactants are: [F:1][C:2]1[CH:7]=[CH:6][C:5]([CH:8]2[O:13][CH2:12][CH2:11][NH:10][CH2:9]2)=[CH:4][CH:3]=1.Cl[C:15]1[C:24]2[C:19](=[CH:20][C:21]([O:27][CH3:28])=[C:22]([O:25][CH3:26])[CH:23]=2)[N:18]=[CH:17][N:16]=1.